Dataset: Catalyst prediction with 721,799 reactions and 888 catalyst types from USPTO. Task: Predict which catalyst facilitates the given reaction. (1) Reactant: [CH:1]([C:3]1[C:12]2[C:6]([CH:7]=[CH:8][CH:9]=[CH:10][CH:11]=2)=[CH:5][CH:4]=1)=O.[CH2:13]([N:20]1[C:28]2[C:23](=[CH:24][CH:25]=[CH:26][CH:27]=2)[CH2:22][C:21]1=[O:29])[C:14]1[CH:19]=[CH:18][CH:17]=[CH:16][CH:15]=1.N1CCCC1. Product: [C:3]1([CH:1]=[C:22]2[C:23]3[C:28](=[CH:27][CH:26]=[CH:25][CH:24]=3)[N:20]([CH2:13][C:14]3[CH:19]=[CH:18][CH:17]=[CH:16][CH:15]=3)[C:21]2=[O:29])[C:12]2[C:6]([CH:7]=[CH:8][CH:9]=[CH:10][CH:11]=2)=[CH:5][CH:4]=1. The catalyst class is: 8. (2) Reactant: [CH2:1]([NH:9][C:10]1[CH:15]=[CH:14][N:13]=[C:12]2[S:16][C:17]([CH:19](O)[CH3:20])=[CH:18][C:11]=12)[CH2:2][C:3]1[CH:8]=[CH:7][CH:6]=[CH:5][CH:4]=1.[Cl-].[Al+3].[Cl-].[Cl-].[H-].[Al+3].[Li+].[H-].[H-].[H-].C(OCC)(=O)C. Product: [CH2:19]([C:17]1[S:16][C:12]2[N:13]=[CH:14][CH:15]=[C:10]([NH:9][CH2:1][CH2:2][C:3]3[CH:8]=[CH:7][CH:6]=[CH:5][CH:4]=3)[C:11]=2[CH:18]=1)[CH3:20]. The catalyst class is: 27. (3) Reactant: [CH:1]1([CH2:4][OH:5])[CH2:3][CH2:2]1.[H-].[Na+].[F:8][C:9]1[CH:14]=[CH:13][CH:12]=[C:11](F)[N:10]=1. Product: [CH:1]1([CH2:4][O:5][C:11]2[CH:12]=[CH:13][CH:14]=[C:9]([F:8])[N:10]=2)[CH2:3][CH2:2]1. The catalyst class is: 1. (4) Reactant: [CH:1]1[C:13]2[NH:12][C:11]3[C:6](=[CH:7][CH:8]=[CH:9][CH:10]=3)[C:5]=2[CH:4]=[CH:3][CH:2]=1.[H-].[Na+].S(C1C=CC([N+]([O-])=O)=CC=1)(O[CH2:20][C@@H:21]1[O:23][CH2:22]1)(=O)=O. Product: [O:23]1[CH2:22][C@@H:21]1[CH2:20][N:12]1[C:11]2[CH:10]=[CH:9][CH:8]=[CH:7][C:6]=2[C:5]2[C:13]1=[CH:1][CH:2]=[CH:3][CH:4]=2. The catalyst class is: 9.